From a dataset of Forward reaction prediction with 1.9M reactions from USPTO patents (1976-2016). Predict the product of the given reaction. (1) The product is: [CH2:15]([O:14][C:12]([C:10]1[N:11]=[C:7]([C:6]2[C:5]3[CH2:17][CH2:18][C:19]([F:22])([F:21])[CH2:20][C:4]=3[S:3][C:2]=2[NH:1][C:31]([C:23]2[CH2:27][CH2:26][CH2:25][C:24]=2[C:28]([OH:30])=[O:29])=[O:32])[S:8][CH:9]=1)=[O:13])[CH3:16]. Given the reactants [NH2:1][C:2]1[S:3][C:4]2[CH2:20][C:19]([F:22])([F:21])[CH2:18][CH2:17][C:5]=2[C:6]=1[C:7]1[S:8][CH:9]=[C:10]([C:12]([O:14][CH2:15][CH3:16])=[O:13])[N:11]=1.[C:23]12[C:31](=[O:32])[O:30][C:28](=[O:29])[C:24]=1[CH2:25][CH2:26][CH2:27]2, predict the reaction product. (2) Given the reactants [NH:1](C(OC(C)(C)C)=O)[C@@H:2]([C:6](O)=O)[CH:3]([CH3:5])[CH3:4].[CH3:16][NH:17][CH3:18].CN(C(ON1N=NC2C=CC=CC1=2)=[N+](C)C)C.F[P-](F)(F)(F)(F)F.C([O-])(O)=O.[Na+], predict the reaction product. The product is: [CH3:16][N:17]([CH3:18])[CH2:6][C@H:2]([NH2:1])[CH:3]([CH3:5])[CH3:4]. (3) Given the reactants [CH2:1]([C:4]1[CH:9]=[CH:8][C:7](Br)=[CH:6][CH:5]=1)[CH2:2][CH3:3].C(=O)([O-])[O-].[K+].[K+].[F:17][C:18]1[CH:19]=[C:20](B(O)O)[CH:21]=[CH:22][CH:23]=1, predict the reaction product. The product is: [F:17][C:18]1[CH:19]=[C:20]([C:7]2[CH:8]=[CH:9][C:4]([CH2:1][CH2:2][CH3:3])=[CH:5][CH:6]=2)[CH:21]=[CH:22][CH:23]=1. (4) Given the reactants [N:1]1[CH:6]=[CH:5][C:4]([CH2:7][CH2:8][CH2:9]O)=[CH:3][CH:2]=1.[C:11]1(=[O:21])[NH:15][C:14](=[O:16])[C:13]2=[CH:17][CH:18]=[CH:19][CH:20]=[C:12]12.C1(P(C2C=CC=CC=2)C2C=CC=CC=2)C=CC=CC=1.N(C(OCC)=O)=NC(OCC)=O, predict the reaction product. The product is: [N:1]1[CH:2]=[CH:3][C:4]([CH2:7][CH2:8][CH2:9][N:15]2[C:11](=[O:21])[C:12]3[C:13](=[CH:17][CH:18]=[CH:19][CH:20]=3)[C:14]2=[O:16])=[CH:5][CH:6]=1. (5) Given the reactants [ClH:1].[CH2:2]([C:11]1[CH:45]=[CH:44][C:14]([C:15]([NH:17][C:18]2[CH:19]=[C:20]([NH:25]/[C:26](/[NH:29][C:30](=[O:43])[C:31]3[CH:36]=[C:35]([O:37][CH3:38])[C:34]([O:39][CH3:40])=[C:33]([O:41][CH3:42])[CH:32]=3)=[N:27]\[H])[CH:21]=[CH:22][C:23]=2[CH3:24])=[O:16])=[CH:13][CH:12]=1)C=CC1C=CC=CC=1.Cl, predict the reaction product. The product is: [ClH:1].[CH2:2]([C:11]1[CH:12]=[CH:13][C:14]([C:15]([NH:17][C:18]2[CH:19]=[C:20]([NH:25][C:26]([NH:29][C:30](=[O:43])[C:31]3[CH:36]=[C:35]([O:37][CH3:38])[C:34]([O:39][CH3:40])=[C:33]([O:41][CH3:42])[CH:32]=3)=[NH:27])[CH:21]=[CH:22][C:23]=2[CH3:24])=[O:16])=[CH:44][CH:45]=1)[C:11]1[CH:45]=[CH:44][CH:14]=[CH:13][CH:12]=1. (6) Given the reactants [Br:1][C:2]1[CH:3]=[CH:4][C:5]2[S:9][CH:8]=[CH:7][C:6]=2[CH:10]=1.Cl[Si:12]([CH3:15])([CH3:14])[CH3:13].C([N-]C(C)C)(C)C.[Li+], predict the reaction product. The product is: [Br:1][C:2]1[CH:3]=[CH:4][C:5]2[S:9][C:8]([Si:12]([CH3:15])([CH3:14])[CH3:13])=[CH:7][C:6]=2[CH:10]=1. (7) The product is: [Cl:11][C:12]1[N:22]=[CH:21][C:20]([CH2:23][N:24]2[C:28]([CH3:29])=[C:27]([C:30]3[CH:35]=[CH:34][C:33]([C:36]#[N:37])=[CH:32][CH:31]=3)[C:26]([C:38]#[N:39])=[C:25]2[CH2:40][CH2:41][CH3:42])=[CH:19][C:13]=1[CH2:14][OH:15]. Given the reactants [BH4-].[Na+].[Cl-].[Ca+2].[Cl-].C1COCC1.[Cl:11][C:12]1[N:22]=[CH:21][C:20]([CH2:23][N:24]2[C:28]([CH3:29])=[C:27]([C:30]3[CH:35]=[CH:34][C:33]([C:36]#[N:37])=[CH:32][CH:31]=3)[C:26]([C:38]#[N:39])=[C:25]2[CH2:40][CH2:41][CH3:42])=[CH:19][C:13]=1[C:14](OCC)=[O:15], predict the reaction product.